This data is from Forward reaction prediction with 1.9M reactions from USPTO patents (1976-2016). The task is: Predict the product of the given reaction. Given the reactants [CH3:1][C:2]1[CH:7]=[C:6]([CH3:8])[NH:5][C:4](=[O:9])[C:3]=1[CH2:10][NH:11][C:12]([C:14]1[CH:22]=[C:21]([C:23]2[CH:24]=[CH:25][C:26]([N:29]3[CH2:34][CH2:33][N:32](C(OC(C)(C)C)=O)[CH2:31][CH2:30]3)=[N:27][CH:28]=2)[CH:20]=[C:19]2[C:15]=1[C:16]([CH3:45])=[N:17][N:18]2[CH:42]([CH3:44])[CH3:43])=[O:13].[ClH:46], predict the reaction product. The product is: [ClH:46].[CH3:1][C:2]1[CH:7]=[C:6]([CH3:8])[NH:5][C:4](=[O:9])[C:3]=1[CH2:10][NH:11][C:12]([C:14]1[C:15]2[C:16]([CH3:45])=[N:17][N:18]([CH:42]([CH3:43])[CH3:44])[C:19]=2[CH:20]=[C:21]([C:23]2[CH:28]=[N:27][C:26]([N:29]3[CH2:34][CH2:33][NH:32][CH2:31][CH2:30]3)=[CH:25][CH:24]=2)[CH:22]=1)=[O:13].